From a dataset of Full USPTO retrosynthesis dataset with 1.9M reactions from patents (1976-2016). Predict the reactants needed to synthesize the given product. (1) The reactants are: Br[C:2]1[CH:3]=[C:4]([C:12]2[O:16][CH:15]=[N:14][CH:13]=2)[CH:5]=[C:6]([C:8]([F:11])([F:10])[F:9])[CH:7]=1.[CH3:17][C:18]1([CH3:24])[CH2:22][CH2:21][NH:20][C:19]1=[O:23].CC1(C)C2C(=C(P(C3C=CC=CC=3)C3C=CC=CC=3)C=CC=2)OC2C(P(C3C=CC=CC=3)C3C=CC=CC=3)=CC=CC1=2.C(=O)([O-])[O-].[Cs+].[Cs+]. Given the product [CH3:17][C:18]1([CH3:24])[CH2:22][CH2:21][N:20]([C:2]2[CH:7]=[C:6]([C:8]([F:11])([F:10])[F:9])[CH:5]=[C:4]([C:12]3[O:16][CH:15]=[N:14][CH:13]=3)[CH:3]=2)[C:19]1=[O:23], predict the reactants needed to synthesize it. (2) The reactants are: Cl[C:2]1[CH:15]=[CH:14][C:13]2[O:12][C:11]3[C:6](=[CH:7][C:8]([C:16]4[CH:17]=[N:18][CH:19]=[N:20][CH:21]=4)=[CH:9][CH:10]=3)[C:5]3([CH2:25][O:24][C:23]([NH2:26])=[N:22]3)[C:4]=2[CH:3]=1.C(=O)([O-])[O-].[Cs+].[Cs+].F[B-](F)(F)F.C([PH+](C(C)(C)C)C(C)(C)C)(C)(C)C.C1CCN2C(=NCCC2)CC1.[CH3:62][C:63]([CH3:67])([CH3:66])[C:64]#[CH:65].Cl.[OH-].[NH4+]. Given the product [CH3:62][C:63]([CH3:67])([CH3:66])[C:64]#[C:65][C:2]1[CH:15]=[CH:14][C:13]2[O:12][C:11]3[C:6](=[CH:7][C:8]([C:16]4[CH:17]=[N:18][CH:19]=[N:20][CH:21]=4)=[CH:9][CH:10]=3)[C:5]3([CH2:25][O:24][C:23]([NH2:26])=[N:22]3)[C:4]=2[CH:3]=1, predict the reactants needed to synthesize it.